Dataset: NCI-60 drug combinations with 297,098 pairs across 59 cell lines. Task: Regression. Given two drug SMILES strings and cell line genomic features, predict the synergy score measuring deviation from expected non-interaction effect. (1) Drug 1: CCC1(CC2CC(C3=C(CCN(C2)C1)C4=CC=CC=C4N3)(C5=C(C=C6C(=C5)C78CCN9C7C(C=CC9)(C(C(C8N6C=O)(C(=O)OC)O)OC(=O)C)CC)OC)C(=O)OC)O.OS(=O)(=O)O. Drug 2: N.N.Cl[Pt+2]Cl. Cell line: SR. Synergy scores: CSS=84.4, Synergy_ZIP=1.42, Synergy_Bliss=2.61, Synergy_Loewe=1.82, Synergy_HSA=4.02. (2) Drug 1: COC1=C(C=C2C(=C1)N=CN=C2NC3=CC(=C(C=C3)F)Cl)OCCCN4CCOCC4. Drug 2: C1=NC2=C(N=C(N=C2N1C3C(C(C(O3)CO)O)F)Cl)N. Cell line: CCRF-CEM. Synergy scores: CSS=67.8, Synergy_ZIP=1.46, Synergy_Bliss=3.50, Synergy_Loewe=-5.15, Synergy_HSA=4.81. (3) Drug 1: CN1CCC(CC1)COC2=C(C=C3C(=C2)N=CN=C3NC4=C(C=C(C=C4)Br)F)OC. Drug 2: CC1=CC2C(CCC3(C2CCC3(C(=O)C)OC(=O)C)C)C4(C1=CC(=O)CC4)C. Cell line: M14. Synergy scores: CSS=-7.51, Synergy_ZIP=2.96, Synergy_Bliss=-2.60, Synergy_Loewe=-4.89, Synergy_HSA=-6.33. (4) Drug 1: C1CCC(CC1)NC(=O)N(CCCl)N=O. Drug 2: CCN(CC)CCNC(=O)C1=C(NC(=C1C)C=C2C3=C(C=CC(=C3)F)NC2=O)C. Cell line: HCT-15. Synergy scores: CSS=23.5, Synergy_ZIP=-0.0408, Synergy_Bliss=3.99, Synergy_Loewe=1.90, Synergy_HSA=3.25. (5) Drug 1: COC1=C2C(=CC3=C1OC=C3)C=CC(=O)O2. Drug 2: CCC1(C2=C(COC1=O)C(=O)N3CC4=CC5=C(C=CC(=C5CN(C)C)O)N=C4C3=C2)O.Cl. Cell line: K-562. Synergy scores: CSS=-32.2, Synergy_ZIP=10.1, Synergy_Bliss=-16.2, Synergy_Loewe=-81.4, Synergy_HSA=-50.1. (6) Drug 1: C1C(C(OC1N2C=NC3=C(N=C(N=C32)Cl)N)CO)O. Drug 2: CS(=O)(=O)CCNCC1=CC=C(O1)C2=CC3=C(C=C2)N=CN=C3NC4=CC(=C(C=C4)OCC5=CC(=CC=C5)F)Cl. Cell line: SK-MEL-5. Synergy scores: CSS=38.8, Synergy_ZIP=-6.36, Synergy_Bliss=-2.86, Synergy_Loewe=-7.67, Synergy_HSA=-1.61. (7) Drug 1: C(=O)(N)NO. Drug 2: CN(CCCl)CCCl.Cl. Cell line: OVCAR3. Synergy scores: CSS=4.70, Synergy_ZIP=0.708, Synergy_Bliss=6.04, Synergy_Loewe=-6.98, Synergy_HSA=-0.486.